This data is from Full USPTO retrosynthesis dataset with 1.9M reactions from patents (1976-2016). The task is: Predict the reactants needed to synthesize the given product. Given the product [CH3:23][N:22]([CH3:24])[C:5]1[N:6]=[C:7]([CH2:8][CH2:9][CH2:10][CH2:11][CH2:12][CH2:13][CH2:14][CH2:15][CH2:16][CH2:17][O:18][CH2:19][O:20][CH3:21])[C:2]([OH:33])=[C:3]([O:25][CH3:26])[CH:4]=1, predict the reactants needed to synthesize it. The reactants are: Br[C:2]1[C:3]([O:25][CH3:26])=[CH:4][C:5]([N:22]([CH3:24])[CH3:23])=[N:6][C:7]=1[CH2:8][CH2:9][CH2:10][CH2:11][CH2:12][CH2:13][CH2:14][CH2:15][CH2:16][CH2:17][O:18][CH2:19][O:20][CH3:21].[Li]CCCC.B([O-])([O-])[O-:33].OO.[OH-].[Na+].